From a dataset of Catalyst prediction with 721,799 reactions and 888 catalyst types from USPTO. Predict which catalyst facilitates the given reaction. (1) Reactant: [CH3:1][C:2]1[CH:8]=[C:7]([OH:9])[C:6]([CH3:10])=[CH:5][C:3]=1[NH2:4].C(=O)([O-])[O-].[K+].[K+].[Cl:17][C:18]1[CH:19]=[C:20]([CH:37]=[CH:38][CH:39]=1)[CH2:21][C:22]1[N:26]=[C:25](S(C2C=CC(C)=CC=2)(=O)=O)[S:24][N:23]=1. Product: [Cl:17][C:18]1[CH:19]=[C:20]([CH:37]=[CH:38][CH:39]=1)[CH2:21][C:22]1[N:26]=[C:25]([O:9][C:7]2[C:6]([CH3:10])=[CH:5][C:3]([NH2:4])=[C:2]([CH3:1])[CH:8]=2)[S:24][N:23]=1. The catalyst class is: 10. (2) Reactant: [NH:1]1[C:7](=[O:8])[CH2:6][CH2:5][CH2:4][C:3]2[CH:9]=[CH:10][CH:11]=[CH:12][C:2]1=2.[N+:13]([O-])([OH:15])=[O:14]. Product: [N+:13]([C:10]1[CH:11]=[CH:12][C:2]2[NH:1][C:7](=[O:8])[CH2:6][CH2:5][CH2:4][C:3]=2[CH:9]=1)([O-:15])=[O:14]. The catalyst class is: 82. (3) Reactant: [F:1][C:2]1([CH3:16])[CH:7]([OH:8])[CH2:6][CH2:5][N:4](C(OC(C)(C)C)=O)[CH2:3]1.[ClH:17]. Product: [ClH:17].[F:1][C:2]1([CH3:16])[CH:7]([OH:8])[CH2:6][CH2:5][NH:4][CH2:3]1. The catalyst class is: 28.